Task: Regression/Classification. Given a drug SMILES string, predict its absorption, distribution, metabolism, or excretion properties. Task type varies by dataset: regression for continuous measurements (e.g., permeability, clearance, half-life) or binary classification for categorical outcomes (e.g., BBB penetration, CYP inhibition). Dataset: cyp2c9_veith.. Dataset: CYP2C9 inhibition data for predicting drug metabolism from PubChem BioAssay (1) The compound is O=C(NCc1ccccc1)[C@@H]1C[C@H]1[C@@H](NP(=O)(c1ccccc1)c1ccccc1)c1ccccc1. The result is 1 (inhibitor). (2) The compound is CCOC(=O)c1cc(C(=O)OCC)cc(-n2cc(O)c(C(=O)OCC)n2)c1. The result is 0 (non-inhibitor). (3) The molecule is COC(=O)c1ccc(-n2cncn2)c(F)c1. The result is 1 (inhibitor). (4) The drug is O=[N+]([O-])c1ccc(Cl)c(CNc2ncnc3c2ncn3[C@@H]2CCCCO2)c1. The result is 0 (non-inhibitor).